This data is from Forward reaction prediction with 1.9M reactions from USPTO patents (1976-2016). The task is: Predict the product of the given reaction. (1) Given the reactants [Cl:1][C:2]1[N:7]=[C:6]([NH:8][CH3:9])[C:5]([N+:10]([O-])=O)=[CH:4][CH:3]=1.[Sn](Cl)Cl.[OH-].[Na+].C(OCC)(=O)C, predict the reaction product. The product is: [Cl:1][C:2]1[N:7]=[C:6]([NH:8][CH3:9])[C:5]([NH2:10])=[CH:4][CH:3]=1. (2) Given the reactants [NH2:1][C:2]1[N:35]=[C:5]2[N:6]([C:25]3[CH:30]=[CH:29][CH:28]=[C:27]([C:31]([F:34])([F:33])[F:32])[CH:26]=3)[C:7]([CH3:24])=[C:8]([C:22]#[N:23])[CH:9]([C:10]3[CH:15]=[CH:14][C:13]([C:16]#[N:17])=[CH:12][C:11]=3[S:18]([CH3:21])(=[O:20])=[O:19])[N:4]2[N:3]=1.C1COCC1.Cl[C:42]([O:44][CH3:45])=[O:43], predict the reaction product. The product is: [C:22]([C:8]1[CH:9]([C:10]2[CH:15]=[CH:14][C:13]([C:16]#[N:17])=[CH:12][C:11]=2[S:18]([CH3:21])(=[O:20])=[O:19])[N:4]2[N:3]=[C:2]([NH:1][C:42](=[O:43])[O:44][CH3:45])[N:35]=[C:5]2[N:6]([C:25]2[CH:30]=[CH:29][CH:28]=[C:27]([C:31]([F:34])([F:32])[F:33])[CH:26]=2)[C:7]=1[CH3:24])#[N:23].